From a dataset of Reaction yield outcomes from USPTO patents with 853,638 reactions. Predict the reaction yield, written as a fraction of the theoretical maximum amount of product (1.0 means a 100% yield; for example, 0.34 means a 34% yield). The reactants are Br[C:2]1[NH:6][CH:5]=[C:4]([CH:7]=[O:8])[CH:3]=1.[CH3:9][S:10][C:11]1[CH:16]=[CH:15][CH:14]=[CH:13][C:12]=1B(O)O.C(=O)([O-])[O-].[Na+].[Na+].COCCOC. The catalyst is O. The product is [CH3:9][S:10][C:11]1[CH:16]=[CH:15][CH:14]=[CH:13][C:12]=1[C:2]1[NH:6][CH:5]=[C:4]([CH:7]=[O:8])[CH:3]=1. The yield is 0.690.